From a dataset of Catalyst prediction with 721,799 reactions and 888 catalyst types from USPTO. Predict which catalyst facilitates the given reaction. (1) Reactant: [Cl:1][C:2]1[CH:3]=[C:4]([C:8]2[N:13]=[C:12]([O:14][C:15]3[CH:20]=[CH:19][C:18]([CH2:21][C:22](OC)=[O:23])=[CH:17][CH:16]=3)[CH:11]=[C:10]([CH2:26][CH3:27])[N:9]=2)[CH:5]=[CH:6][CH:7]=1.S(C)C. Product: [Cl:1][C:2]1[CH:3]=[C:4]([C:8]2[N:13]=[C:12]([O:14][C:15]3[CH:20]=[CH:19][C:18]([CH2:21][CH2:22][OH:23])=[CH:17][CH:16]=3)[CH:11]=[C:10]([CH2:26][CH3:27])[N:9]=2)[CH:5]=[CH:6][CH:7]=1. The catalyst class is: 1. (2) Reactant: [CH2:1]([O:8][C:9]1[CH:14]=[CH:13][CH:12]=[CH:11][C:10]=1[Mg]Br)[C:2]1[CH:7]=[CH:6][CH:5]=[CH:4][CH:3]=1.[O:17]1[C:19]2([CH2:24][CH2:23][N:22]([C:25]([O:27][C:28]([CH3:31])([CH3:30])[CH3:29])=[O:26])[CH2:21][CH2:20]2)[CH2:18]1. Product: [CH2:1]([O:8][C:9]1[CH:14]=[CH:13][CH:12]=[CH:11][C:10]=1[CH2:18][C:19]1([OH:17])[CH2:20][CH2:21][N:22]([C:25]([O:27][C:28]([CH3:31])([CH3:30])[CH3:29])=[O:26])[CH2:23][CH2:24]1)[C:2]1[CH:7]=[CH:6][CH:5]=[CH:4][CH:3]=1. The catalyst class is: 804.